Dataset: Retrosynthesis with 50K atom-mapped reactions and 10 reaction types from USPTO. Task: Predict the reactants needed to synthesize the given product. (1) The reactants are: CCc1ccc(I)cn1.CON(C)C(=O)c1cn(Cc2cccc(Cl)c2)c2ccccc2c1=O. Given the product CCc1ccc(C(=O)c2cn(Cc3cccc(Cl)c3)c3ccccc3c2=O)cn1, predict the reactants needed to synthesize it. (2) Given the product O=S(=O)(c1ccccc1SCc1ccccc1)N1CCOCC1, predict the reactants needed to synthesize it. The reactants are: O=S(=O)(c1ccccc1F)N1CCOCC1.SCc1ccccc1. (3) Given the product COc1ccc(N2CCN(CCC3CCCCC3)CC2)cc1F, predict the reactants needed to synthesize it. The reactants are: BrCCC1CCCCC1.COc1ccc(N2CCNCC2)cc1F. (4) Given the product O=C(O)c1cc(-c2ccc(F)cc2F)ccc1O, predict the reactants needed to synthesize it. The reactants are: COC(=O)c1cc(-c2ccc(F)cc2F)ccc1O.